From a dataset of Reaction yield outcomes from USPTO patents with 853,638 reactions. Predict the reaction yield, written as a fraction of the theoretical maximum amount of product (1.0 means a 100% yield; for example, 0.34 means a 34% yield). (1) The reactants are [F:1][C:2]1[CH:11]=[CH:10][C:9]2[N:8]=[CH:7][C:6](=[O:12])[N:5]3[CH2:13][C:14]([OH:19])([C:15](OC)=[O:16])[C:3]=1[C:4]=23.[BH4-].[Na+]. The catalyst is CO. The product is [F:1][C:2]1[CH:11]=[CH:10][C:9]2[NH:8][CH2:7][C:6](=[O:12])[N:5]3[CH2:13][C:14]([OH:19])([CH2:15][OH:16])[C:3]=1[C:4]=23. The yield is 0.660. (2) The reactants are Cl.[NH2:2][CH2:3][CH2:4][NH:5][C:6]([C:8]1[O:9][C:10]([CH3:20])([C:14]2[CH:19]=[CH:18][CH:17]=[CH:16][CH:15]=2)[C:11](=[O:13])[CH:12]=1)=[O:7].[C:21](O)(=[O:41])[CH2:22][CH2:23][CH2:24]/[CH:25]=[CH:26]\[CH2:27]/[CH:28]=[CH:29]\[CH2:30]/[CH:31]=[CH:32]\[CH2:33]/[CH:34]=[CH:35]\[CH2:36]/[CH:37]=[CH:38]\[CH2:39][CH3:40]. No catalyst specified. The product is [C:21]([NH:2][CH2:3][CH2:4][NH:5][C:6]([C:8]1[O:9][C:10]([CH3:20])([C:14]2[CH:19]=[CH:18][CH:17]=[CH:16][CH:15]=2)[C:11](=[O:13])[CH:12]=1)=[O:7])(=[O:41])[CH2:22][CH2:23][CH2:24]/[CH:25]=[CH:26]\[CH2:27]/[CH:28]=[CH:29]\[CH2:30]/[CH:31]=[CH:32]\[CH2:33]/[CH:34]=[CH:35]\[CH2:36]/[CH:37]=[CH:38]\[CH2:39][CH3:40]. The yield is 0.500. (3) The reactants are [CH2:1]([O:3][C:4]1([C:7]2[CH:12]=[CH:11][C:10]([C:13]#[C:14][C:15]3[CH:20]=[CH:19][C:18]([CH2:21][C:22]([O:24]C)=[O:23])=[CH:17][CH:16]=3)=[CH:9][C:8]=2[CH:26]([CH3:28])[CH3:27])[CH2:6][CH2:5]1)[CH3:2].[OH-].[Na+]. The catalyst is C(O)C.O1CCCC1. The product is [CH2:1]([O:3][C:4]1([C:7]2[CH:12]=[CH:11][C:10]([C:13]#[C:14][C:15]3[CH:16]=[CH:17][C:18]([CH2:21][C:22]([OH:24])=[O:23])=[CH:19][CH:20]=3)=[CH:9][C:8]=2[CH:26]([CH3:27])[CH3:28])[CH2:6][CH2:5]1)[CH3:2]. The yield is 0.700. (4) The reactants are [F:1][C:2]([F:17])([F:16])[C:3]1[CH:8]=[CH:7][C:6]([CH:9]([CH:11]([C:14]#[N:15])[C:12]#[N:13])[CH3:10])=[CH:5][CH:4]=1.[H-].[Na+].Br[CH2:21][CH2:22][C:23]([F:26])([F:25])[F:24]. The catalyst is CN(C)C=O. The product is [F:1][C:2]([F:16])([F:17])[C:3]1[CH:4]=[CH:5][C:6]([CH:9]([C:11]([CH2:21][CH2:22][C:23]([F:26])([F:25])[F:24])([C:14]#[N:15])[C:12]#[N:13])[CH3:10])=[CH:7][CH:8]=1. The yield is 0.390. (5) The reactants are COC1C=CC(C[O:8][CH2:9][CH2:10][CH2:11][C@@:12]2(C3C=CC=CC=3)[O:17][C:16](=[O:18])[N:15]([C@H:19]([C:21]3[CH:26]=[CH:25][C:24]([CH2:27]C(OC)=O)=[CH:23][CH:22]=3)[CH3:20])[CH2:14][CH2:13]2)=CC=1.C[Mg]Br. The catalyst is C1COCC1. The product is [OH:17][C:12]([CH3:13])([CH3:11])[CH2:27][C:24]1[CH:23]=[CH:22][C:21]([C@@H:19]([N:15]2[CH2:14][CH2:13][C@:12]([CH2:11][CH2:10][CH2:9][OH:8])([C:21]3[CH:26]=[CH:25][CH:24]=[CH:23][CH:22]=3)[O:17][C:16]2=[O:18])[CH3:20])=[CH:26][CH:25]=1. The yield is 0.100. (6) The reactants are [CH3:1][O:2][C:3]([C:5]1[C:22]([NH:23][C:24]2[CH:29]=[CH:28][C:27]([Br:30])=[CH:26][C:25]=2[Cl:31])=[C:21]([F:32])[C:8]2[N:9]=[CH:10][N:11]([CH2:12][CH2:13][C:14]([O:16]C(C)(C)C)=[O:15])[C:7]=2[CH:6]=1)=[O:4].[C:33]([OH:39])([C:35]([F:38])([F:37])[F:36])=[O:34]. The catalyst is C(Cl)Cl. The product is [OH:39][C:33]([C:35]([F:38])([F:37])[F:36])=[O:34].[CH3:1][O:2][C:3]([C:5]1[C:22]([NH:23][C:24]2[CH:29]=[CH:28][C:27]([Br:30])=[CH:26][C:25]=2[Cl:31])=[C:21]([F:32])[C:8]2[N:9]=[CH:10][N:11]([CH2:12][CH2:13][C:14]([OH:16])=[O:15])[C:7]=2[CH:6]=1)=[O:4]. The yield is 0.880. (7) The reactants are [OH:1][CH2:2][C@@H:3]1[CH2:12][C:11]2[C:6](=[CH:7][CH:8]=[CH:9][CH:10]=2)[CH2:5][N:4]1[C:13](=[O:27])[C@@H:14]([NH:19]C(=O)OC(C)(C)C)[C:15]([CH3:18])([CH3:17])[CH3:16].Cl. The catalyst is C(Cl)Cl. The product is [NH2:19][C@@H:14]([C:15]([CH3:18])([CH3:17])[CH3:16])[C:13]([N:4]1[C@H:3]([CH2:2][OH:1])[CH2:12][C:11]2[C:6](=[CH:7][CH:8]=[CH:9][CH:10]=2)[CH2:5]1)=[O:27]. The yield is 0.990. (8) The reactants are [N:1]1([C:7]2[CH:15]=[CH:14][C:10]([C:11]([OH:13])=O)=[CH:9][CH:8]=2)[CH2:6][CH2:5][CH2:4][CH2:3][CH2:2]1.C(N1C=CN=C1)(N1C=CN=C1)=O.[NH2:28][C@H:29]1[CH2:34][C:33]2[C:35]([N:39]3[CH2:44][CH2:43][N:42]([CH3:45])[CH2:41][CH2:40]3)=[CH:36][CH:37]=[CH:38][C:32]=2[O:31][CH2:30]1. The catalyst is CN(C)C=O. The product is [CH3:45][N:42]1[CH2:43][CH2:44][N:39]([C:35]2[C:33]3[CH2:34][C@H:29]([NH:28][C:11](=[O:13])[C:10]4[CH:9]=[CH:8][C:7]([N:1]5[CH2:2][CH2:3][CH2:4][CH2:5][CH2:6]5)=[CH:15][CH:14]=4)[CH2:30][O:31][C:32]=3[CH:38]=[CH:37][CH:36]=2)[CH2:40][CH2:41]1. The yield is 0.360. (9) The reactants are Br[CH2:2][CH2:3][CH2:4][CH2:5][Cl:6].C(=O)([O-])[O-].[K+].[K+].[OH:13][C:14]1[CH:23]=[C:22]2[C:17]([CH2:18][CH2:19][C:20](=[O:24])[NH:21]2)=[CH:16][CH:15]=1.CC(C)=O. The catalyst is CCCCCC. The product is [Cl:6][CH2:5][CH2:4][CH2:3][CH2:2][O:13][C:14]1[CH:23]=[C:22]2[C:17]([CH2:18][CH2:19][C:20](=[O:24])[NH:21]2)=[CH:16][CH:15]=1. The yield is 0.780. (10) The reactants are [OH:1][C:2]1[CH:7]=[CH:6][C:5]([S:8](Cl)(=[O:10])=[O:9])=[CH:4][CH:3]=1.C/C(/O[Si](C)(C)C)=N\[Si](C)(C)C.[CH3:24][C:25]1([CH3:35])[S:30][CH2:29][CH2:28][NH:27][C@H:26]1[C:31]([O:33][CH3:34])=[O:32].CN1CCOCC1. The catalyst is C(Cl)(Cl)Cl.C(OCC)(=O)C.CO. The product is [CH3:34][O:33][C:31]([CH:26]1[C:25]([CH3:35])([CH3:24])[S:30][CH2:29][CH2:28][N:27]1[S:8]([C:5]1[CH:6]=[CH:7][C:2]([OH:1])=[CH:3][CH:4]=1)(=[O:10])=[O:9])=[O:32]. The yield is 0.830.